Dataset: Peptide-MHC class II binding affinity with 134,281 pairs from IEDB. Task: Regression. Given a peptide amino acid sequence and an MHC pseudo amino acid sequence, predict their binding affinity value. This is MHC class II binding data. (1) The peptide sequence is AAEILRPAKRFPPALPIWAR. The MHC is DRB1_0401 with pseudo-sequence DRB1_0401. The binding affinity (normalized) is 0.283. (2) The peptide sequence is VQLIRMAEAEMVIHH. The MHC is DRB5_0101 with pseudo-sequence DRB5_0101. The binding affinity (normalized) is 0.652. (3) The peptide sequence is ILKGLYNFATCGLIG. The MHC is DRB1_0701 with pseudo-sequence DRB1_0701. The binding affinity (normalized) is 0.846. (4) The peptide sequence is VIPEGWKADTCYESK. The MHC is HLA-DQA10102-DQB10602 with pseudo-sequence HLA-DQA10102-DQB10602. The binding affinity (normalized) is 0.0216.